Dataset: Full USPTO retrosynthesis dataset with 1.9M reactions from patents (1976-2016). Task: Predict the reactants needed to synthesize the given product. (1) Given the product [CH2:11]([C:10]1[CH:9]=[CH:26][C:25]([O:28][CH3:29])=[CH:24][CH:23]=1)[CH2:12][CH2:13][CH2:14][CH2:15][CH3:8], predict the reactants needed to synthesize it. The reactants are: C=CCCCC.B1[CH:12]2[CH2:13][CH2:14][CH2:15][CH:8]1[CH2:9][CH2:10][CH2:11]2.C1COCC1.ClC1C=[CH:26][C:25]([O:28][CH3:29])=[CH:24][CH:23]=1.[F-].[Cs+]. (2) The reactants are: [CH3:1][N:2]1[CH:6]=[CH:5][CH:4]=[C:3]1[C:7]([N:9]1[CH2:14][CH2:13][N:12]([C:15]([NH:17][CH:18]2[CH2:23][CH2:22][N:21]([C:24]3[CH:29]=[CH:28][C:27]([CH:30]=[CH:31][C:32]([N:34]4[CH2:39][CH2:38][O:37][CH2:36][CH2:35]4)=[O:33])=[CH:26][CH:25]=3)[CH2:20][CH2:19]2)=[O:16])[CH2:11][CH2:10]1)=[O:8].[H][H]. Given the product [CH3:1][N:2]1[CH:6]=[CH:5][CH:4]=[C:3]1[C:7]([N:9]1[CH2:10][CH2:11][N:12]([C:15]([NH:17][CH:18]2[CH2:23][CH2:22][N:21]([C:24]3[CH:29]=[CH:28][C:27]([CH2:30][CH2:31][C:32]([N:34]4[CH2:35][CH2:36][O:37][CH2:38][CH2:39]4)=[O:33])=[CH:26][CH:25]=3)[CH2:20][CH2:19]2)=[O:16])[CH2:13][CH2:14]1)=[O:8], predict the reactants needed to synthesize it. (3) The reactants are: [H-].[Na+].[I-].[CH3:4][S+](C)(C)=O.[CH3:9][C:10]1[CH:25]=[C:13]2[C:14](/[CH:18]=[CH:19]/[C:20]([O:22][CH2:23][CH3:24])=[O:21])=[CH:15][CH:16]=[CH:17][N:12]2[N:11]=1.O. Given the product [CH3:9][C:10]1[CH:25]=[C:13]2[C:14]([C@@H:18]3[CH2:4][C@H:19]3[C:20]([O:22][CH2:23][CH3:24])=[O:21])=[CH:15][CH:16]=[CH:17][N:12]2[N:11]=1, predict the reactants needed to synthesize it. (4) Given the product [Br:1][C:2]1[N:7]=[C:6]([CH3:8])[N:5]=[C:4]([C:9]2[CH2:12][CH:13]([C:14]3[CH:19]=[CH:18][CH:17]=[CH:16][CH:15]=3)[O:11][N:10]=2)[CH:3]=1, predict the reactants needed to synthesize it. The reactants are: [Br:1][C:2]1[N:7]=[C:6]([CH3:8])[N:5]=[C:4]([CH:9]=[N:10][OH:11])[CH:3]=1.[CH2:12]=[CH:13][C:14]1[CH:19]=[CH:18][CH:17]=[CH:16][CH:15]=1.Cl[O-].[Na+]. (5) Given the product [C:2]([OH:11])(=[O:10])[CH2:3][CH2:4][CH2:5][CH2:6][C:7]([OH:9])=[O:8], predict the reactants needed to synthesize it. The reactants are: N.[C:2]([OH:11])(=[O:10])/[CH:3]=[CH:4]/[CH:5]=[CH:6]/[C:7]([OH:9])=[O:8]. (6) The reactants are: [N:1]1[CH:6]=[CH:5][CH:4]=[C:3]([C:7]2[CH:17]=[N:16][C:10]3[O:11][CH2:12][C:13](=O)[NH:14][C:9]=3[CH:8]=2)[CH:2]=1.[H-].[Al+3].[Li+].[H-].[H-].[H-].O.[OH-].[Na+]. Given the product [N:1]1[CH:6]=[CH:5][CH:4]=[C:3]([C:7]2[CH:17]=[N:16][C:10]3[O:11][CH2:12][CH2:13][NH:14][C:9]=3[CH:8]=2)[CH:2]=1, predict the reactants needed to synthesize it. (7) Given the product [CH3:21][S:22]([O:10][CH2:9][C@@H:8]([NH:7][C:6]([O:5][C:1]([CH3:4])([CH3:3])[CH3:2])=[O:13])[CH2:11][CH3:12])(=[O:24])=[O:23], predict the reactants needed to synthesize it. The reactants are: [C:1]([O:5][C:6](=[O:13])[NH:7][C@@H:8]([CH2:11][CH3:12])[CH2:9][OH:10])([CH3:4])([CH3:3])[CH3:2].C(N(CC)CC)C.[CH3:21][S:22](Cl)(=[O:24])=[O:23].O.